This data is from Full USPTO retrosynthesis dataset with 1.9M reactions from patents (1976-2016). The task is: Predict the reactants needed to synthesize the given product. Given the product [Cl:1][C:2]1[CH:18]=[CH:17][C:16]([Cl:19])=[CH:15][C:3]=1[O:4][C:5]1[C:6]([C:7]([N:35]2[C:36]3[C:41](=[CH:40][CH:39]=[CH:38][CH:37]=3)[CH2:42][CH2:43][CH:34]2[CH3:33])=[O:9])=[CH:10][C:11]([F:14])=[CH:12][N:13]=1, predict the reactants needed to synthesize it. The reactants are: [Cl:1][C:2]1[CH:18]=[CH:17][C:16]([Cl:19])=[CH:15][C:3]=1[O:4][C:5]1[N:13]=[CH:12][C:11]([F:14])=[CH:10][C:6]=1[C:7]([OH:9])=O.S(Cl)(Cl)=O.C(N(C(C)C)C(C)C)C.[CH3:33][CH:34]1[CH2:43][CH2:42][C:41]2[C:36](=[CH:37][CH:38]=[CH:39][CH:40]=2)[NH:35]1.